Dataset: Retrosynthesis with 50K atom-mapped reactions and 10 reaction types from USPTO. Task: Predict the reactants needed to synthesize the given product. (1) Given the product CC1(C(=O)O)CCN(c2nn(C(=O)c3c(Cl)cccc3C3CC3)c3cccc(F)c23)CC1O, predict the reactants needed to synthesize it. The reactants are: CCOC(=O)C1(C)CCN(c2nn(C(=O)c3c(Cl)cccc3C3CC3)c3cccc(F)c23)CC1O. (2) Given the product COc1cc(OC)nc(NC(=O)NS(=O)(=O)c2sccc2C(O)CF)n1, predict the reactants needed to synthesize it. The reactants are: COc1cc(OC)nc(NC(=O)NS(=O)(=O)c2sccc2C(CF)OC(C)=O)n1. (3) Given the product CN(C(=O)Oc1ccc(C=Cc2ccccc2)cc1)c1ccccc1, predict the reactants needed to synthesize it. The reactants are: C=Cc1ccccc1.CN(C(=O)Oc1ccc(I)cc1)c1ccccc1. (4) Given the product CCn1cc(C(=O)O)c2ccc(Oc3cc(Cl)ncn3)cc21, predict the reactants needed to synthesize it. The reactants are: CCn1cc(C(=O)O)c2ccc(O)cc21.Clc1cc(Cl)ncn1. (5) Given the product O=C1OC(=O)c2cc(C(F)(F)F)ccc21, predict the reactants needed to synthesize it. The reactants are: O=C(O)c1ccc(C(F)(F)F)cc1C(=O)O. (6) The reactants are: CC(C)(C)OC(=O)N1CCC(C(=O)Nc2cc3c(Br)nn(C(c4ccccc4)(c4ccccc4)c4ccccc4)c3cc2CO)C1. Given the product CC(C)(C)OC(=O)N1CCC(C(=O)Nc2cc3c(Br)nn(C(c4ccccc4)(c4ccccc4)c4ccccc4)c3cc2C=O)C1, predict the reactants needed to synthesize it. (7) Given the product CC1(C)C(=O)N(C2C3CC4CC(C3)CC2C4)N1Cc1c(Cl)cccc1Cl, predict the reactants needed to synthesize it. The reactants are: CC1(C)NN(C2C3CC4CC(C3)CC2C4)C1=O.Clc1cccc(Cl)c1CBr. (8) Given the product COc1ccc(Br)cc1C1(C)CCCCC1, predict the reactants needed to synthesize it. The reactants are: CC1(c2cc(Br)ccc2O)CCCCC1.CI.